The task is: Predict the product of the given reaction.. This data is from Forward reaction prediction with 1.9M reactions from USPTO patents (1976-2016). Given the reactants Cl[C:2]1[CH:29]=[CH:28][C:5]([C:6]([NH:8][C:9]2[CH:14]=[C:13]([C:15]3[S:16][CH:17]=[CH:18][CH:19]=3)[CH:12]=[CH:11][C:10]=2[NH:20][C:21](=[O:27])[O:22][C:23]([CH3:26])([CH3:25])[CH3:24])=[O:7])=[CH:4][N:3]=1.[CH3:30][N:31]1[CH2:36][CH2:35][NH:34][CH2:33][CH2:32]1, predict the reaction product. The product is: [CH3:30][N:31]1[CH2:36][CH2:35][N:34]([C:2]2[CH:29]=[CH:28][C:5]([C:6]([NH:8][C:9]3[CH:14]=[C:13]([C:15]4[S:16][CH:17]=[CH:18][CH:19]=4)[CH:12]=[CH:11][C:10]=3[NH:20][C:21](=[O:27])[O:22][C:23]([CH3:26])([CH3:24])[CH3:25])=[O:7])=[CH:4][N:3]=2)[CH2:33][CH2:32]1.